Task: Regression. Given two drug SMILES strings and cell line genomic features, predict the synergy score measuring deviation from expected non-interaction effect.. Dataset: NCI-60 drug combinations with 297,098 pairs across 59 cell lines (1) Drug 1: CS(=O)(=O)C1=CC(=C(C=C1)C(=O)NC2=CC(=C(C=C2)Cl)C3=CC=CC=N3)Cl. Drug 2: C1CN(P(=O)(OC1)NCCCl)CCCl. Cell line: MOLT-4. Synergy scores: CSS=8.15, Synergy_ZIP=-2.01, Synergy_Bliss=-1.25, Synergy_Loewe=-2.84, Synergy_HSA=-2.55. (2) Drug 1: C1=NC(=NC(=O)N1C2C(C(C(O2)CO)O)O)N. Drug 2: CC(C)(C#N)C1=CC(=CC(=C1)CN2C=NC=N2)C(C)(C)C#N. Cell line: SF-539. Synergy scores: CSS=0.372, Synergy_ZIP=-3.65, Synergy_Bliss=-6.84, Synergy_Loewe=-3.95, Synergy_HSA=-4.23. (3) Drug 1: CN(CC1=CN=C2C(=N1)C(=NC(=N2)N)N)C3=CC=C(C=C3)C(=O)NC(CCC(=O)O)C(=O)O. Drug 2: C1=NC2=C(N=C(N=C2N1C3C(C(C(O3)CO)O)O)F)N. Cell line: TK-10. Synergy scores: CSS=8.56, Synergy_ZIP=-9.64, Synergy_Bliss=-7.04, Synergy_Loewe=-39.2, Synergy_HSA=-11.5. (4) Drug 1: CCC1(C2=C(COC1=O)C(=O)N3CC4=CC5=C(C=CC(=C5CN(C)C)O)N=C4C3=C2)O.Cl. Drug 2: CC12CCC3C(C1CCC2OP(=O)(O)O)CCC4=C3C=CC(=C4)OC(=O)N(CCCl)CCCl.[Na+]. Cell line: RXF 393. Synergy scores: CSS=15.6, Synergy_ZIP=-7.92, Synergy_Bliss=-9.08, Synergy_Loewe=-6.30, Synergy_HSA=-6.26. (5) Drug 1: C1CCC(C1)C(CC#N)N2C=C(C=N2)C3=C4C=CNC4=NC=N3. Synergy scores: CSS=15.2, Synergy_ZIP=-5.68, Synergy_Bliss=-3.38, Synergy_Loewe=-8.55, Synergy_HSA=-4.47. Drug 2: C1=CC(=CC=C1CC(C(=O)O)N)N(CCCl)CCCl.Cl. Cell line: MCF7. (6) Drug 1: CC12CCC3C(C1CCC2=O)CC(=C)C4=CC(=O)C=CC34C. Drug 2: C(=O)(N)NO. Cell line: PC-3. Synergy scores: CSS=53.1, Synergy_ZIP=0.702, Synergy_Bliss=2.22, Synergy_Loewe=-15.9, Synergy_HSA=3.39. (7) Drug 1: C1=C(C(=O)NC(=O)N1)N(CCCl)CCCl. Drug 2: C1C(C(OC1N2C=NC(=NC2=O)N)CO)O. Cell line: DU-145. Synergy scores: CSS=21.9, Synergy_ZIP=1.81, Synergy_Bliss=2.91, Synergy_Loewe=1.30, Synergy_HSA=2.15. (8) Drug 1: CCN(CC)CCNC(=O)C1=C(NC(=C1C)C=C2C3=C(C=CC(=C3)F)NC2=O)C. Drug 2: C1=NC2=C(N1)C(=S)N=CN2. Cell line: MCF7. Synergy scores: CSS=31.1, Synergy_ZIP=1.19, Synergy_Bliss=-2.52, Synergy_Loewe=-18.8, Synergy_HSA=-6.88. (9) Drug 1: CC12CCC3C(C1CCC2O)C(CC4=C3C=CC(=C4)O)CCCCCCCCCS(=O)CCCC(C(F)(F)F)(F)F. Drug 2: COCCOC1=C(C=C2C(=C1)C(=NC=N2)NC3=CC=CC(=C3)C#C)OCCOC.Cl. Cell line: SR. Synergy scores: CSS=0.231, Synergy_ZIP=-1.12, Synergy_Bliss=-0.224, Synergy_Loewe=-2.62, Synergy_HSA=-2.18.